From a dataset of Forward reaction prediction with 1.9M reactions from USPTO patents (1976-2016). Predict the product of the given reaction. (1) Given the reactants C([O:3][C:4]([C:6]1[CH:10]=[C:9]([CH2:11][CH3:12])[S:8][C:7]=1[NH2:13])=O)C.[CH:14]([NH2:16])=O, predict the reaction product. The product is: [CH2:11]([C:9]1[S:8][C:7]2[N:13]=[CH:14][NH:16][C:4](=[O:3])[C:6]=2[CH:10]=1)[CH3:12]. (2) Given the reactants Br[C:2]1[CH:3]=[C:4]([CH:34]=[CH:35][CH:36]=1)[CH2:5][N:6]([C@@H:24]1[C:33]2[C:28](=[CH:29][CH:30]=[CH:31][CH:32]=2)[CH2:27][CH2:26][CH2:25]1)[C:7]([C:9]1[CH:14]=[C:13]([C:15]([OH:17])=[O:16])[C:12]([C:18]([OH:20])=[O:19])=[CH:11][C:10]=1[C:21]([OH:23])=[O:22])=[O:8].[Cl:37][C:38]1[CH:43]=[CH:42][C:41](B(O)O)=[CH:40][CH:39]=1, predict the reaction product. The product is: [Cl:37][C:38]1[CH:43]=[CH:42][C:41]([C:2]2[CH:36]=[CH:35][CH:34]=[C:4]([CH2:5][N:6]([C@@H:24]3[C:33]4[C:28](=[CH:29][CH:30]=[CH:31][CH:32]=4)[CH2:27][CH2:26][CH2:25]3)[C:7]([C:9]3[CH:14]=[C:13]([C:15]([OH:17])=[O:16])[C:12]([C:18]([OH:20])=[O:19])=[CH:11][C:10]=3[C:21]([OH:23])=[O:22])=[O:8])[CH:3]=2)=[CH:40][CH:39]=1. (3) Given the reactants [CH2:1]1OC(O)C[O:3][CH:2]1O.[NH2:9][C:10]1[CH:19]=[C:18]2[C:13]([CH:14]=[C:15]([C:21]3[CH:26]=[CH:25][CH:24]=[CH:23][C:22]=3[C:27]([F:30])([F:29])[F:28])[NH:16][C:17]2=[O:20])=[CH:12][CH:11]=1.[C:31]([BH3-])#N.[Na+].C=O, predict the reaction product. The product is: [OH:3][CH2:2][CH2:1][N:9]([CH3:31])[C:10]1[CH:19]=[C:18]2[C:13]([CH:14]=[C:15]([C:21]3[CH:26]=[CH:25][CH:24]=[CH:23][C:22]=3[C:27]([F:30])([F:28])[F:29])[NH:16][C:17]2=[O:20])=[CH:12][CH:11]=1. (4) Given the reactants [H-].[Na+].[C:3]1([OH:9])[CH:8]=[CH:7][CH:6]=[CH:5][CH:4]=1.Cl[C:11]1[C:16]([N+:17]([O-:19])=[O:18])=[C:15]([NH:20][CH2:21][CH2:22][CH2:23][CH2:24][OH:25])[C:14]([CH3:26])=[C:13]([CH3:27])[N:12]=1, predict the reaction product. The product is: [CH3:27][C:13]1[C:14]([CH3:26])=[C:15]([NH:20][CH2:21][CH2:22][CH2:23][CH2:24][OH:25])[C:16]([N+:17]([O-:19])=[O:18])=[C:11]([O:9][C:3]2[CH:8]=[CH:7][CH:6]=[CH:5][CH:4]=2)[N:12]=1.